This data is from Full USPTO retrosynthesis dataset with 1.9M reactions from patents (1976-2016). The task is: Predict the reactants needed to synthesize the given product. (1) Given the product [CH3:1][O:2][C:3](=[O:40])[CH2:4][CH2:5][CH2:6]/[CH:7]=[CH:8]\[CH2:9][C@@H:10]1[C@@H:14](/[CH:15]=[CH:16]/[CH:17]([OH:30])[CH2:18][CH2:19][C:20]2[S:24][C:23]3[CH:25]=[CH:26][CH:27]=[CH:28][C:22]=3[C:21]=2[Cl:29])[CH2:13][CH:12]([OH:38])[C:11]1=[O:39], predict the reactants needed to synthesize it. The reactants are: [CH3:1][O:2][C:3](=[O:40])[CH2:4][CH2:5][CH2:6]/[CH:7]=[CH:8]\[CH2:9][C@@H:10]1[C@@H:14](/[CH:15]=[CH:16]/[CH:17]([O:30][Si](C(C)(C)C)(C)C)[CH2:18][CH2:19][C:20]2[S:24][C:23]3[CH:25]=[CH:26][CH:27]=[CH:28][C:22]=3[C:21]=2[Cl:29])[CH2:13][CH:12]([OH:38])[C:11]1=[O:39].C1C=CN=CC=1.F.C([O-])(O)=O.[Na+]. (2) Given the product [N:4]1[CH:5]=[CH:6][CH:7]=[C:2]([C:12]2[S:8][C:9]([C:13]3[N:18]=[C:17]([C:19]4[N:20]=[CH:21][CH:22]=[CH:23][N:24]=4)[CH:16]=[CH:15][CH:14]=3)=[N:10][CH:11]=2)[CH:3]=1, predict the reactants needed to synthesize it. The reactants are: Br[C:2]1[CH:3]=[N:4][CH:5]=[CH:6][CH:7]=1.[S:8]1[CH:12]=[CH:11][N:10]=[C:9]1[C:13]1[N:18]=[C:17]([C:19]2[N:24]=[CH:23][CH:22]=[CH:21][N:20]=2)[CH:16]=[CH:15][CH:14]=1.C(=O)([O-])[O-].[Cs+].[Cs+].